Dataset: Full USPTO retrosynthesis dataset with 1.9M reactions from patents (1976-2016). Task: Predict the reactants needed to synthesize the given product. (1) Given the product [CH2:1]1[C:14]2[C:13]3[CH:12]=[CH:11][CH:10]=[CH:9][C:8]=3[N:7]([C:18]3[CH:19]=[C:20]4[C:25](=[CH:26][CH:27]=3)[CH2:24][N:23]([C:28]([O:30][C:31]([CH3:34])([CH3:33])[CH3:32])=[O:29])[CH2:22][CH2:21]4)[C:6]=2[CH:5]2[CH2:4][CH2:3][N:2]1[CH2:16][CH2:15]2, predict the reactants needed to synthesize it. The reactants are: [CH2:1]1[C:14]2[C:13]3[CH:12]=[CH:11][CH:10]=[CH:9][C:8]=3[NH:7][C:6]=2[CH:5]2[CH2:15][CH2:16][N:2]1[CH2:3][CH2:4]2.Br[C:18]1[CH:19]=[C:20]2[C:25](=[CH:26][CH:27]=1)[CH2:24][N:23]([C:28]([O:30][C:31]([CH3:34])([CH3:33])[CH3:32])=[O:29])[CH2:22][CH2:21]2. (2) Given the product [CH2:11]([O:13][C:14](=[O:38])[NH:15][C:16]1[CH:17]=[C:18]2[C:23](=[C:24]([C:26]3[C:35]4[C:30](=[CH:31][CH:32]=[CH:33][CH:34]=4)[CH:29]=[CH:28][CH:27]=3)[CH:25]=1)[N:22]=[C:21]([C:36]1[N:1]=[N:2][NH:3][N:37]=1)[CH:20]=[CH:19]2)[CH3:12], predict the reactants needed to synthesize it. The reactants are: [N-:1]=[N+:2]=[N-:3].[Na+].[Al](Cl)(CC)CC.[CH2:11]([O:13][C:14](=[O:38])[NH:15][C:16]1[CH:17]=[C:18]2[C:23](=[C:24]([C:26]3[C:35]4[C:30](=[CH:31][CH:32]=[CH:33][CH:34]=4)[CH:29]=[CH:28][CH:27]=3)[CH:25]=1)[N:22]=[C:21]([C:36]#[N:37])[CH:20]=[CH:19]2)[CH3:12].C(O)(=O)CC(CC(O)=O)(C(O)=O)O.